Dataset: Catalyst prediction with 721,799 reactions and 888 catalyst types from USPTO. Task: Predict which catalyst facilitates the given reaction. (1) Product: [CH3:25][O:24][C:7]1[CH:6]=[CH:5][C:4]2[N:3]=[C:2]([NH:26][C:27]3[CH:32]=[CH:31][C:30]([CH2:33][OH:34])=[CH:29][CH:28]=3)[C:11]3=[N:12][NH:13][CH:14]=[C:10]3[C:9]=2[CH:8]=1. Reactant: Cl[C:2]1[C:11]2=[N:12][N:13](CC3C=CC(OC)=CC=3)[CH:14]=[C:10]2[C:9]2[CH:8]=[C:7]([O:24][CH3:25])[CH:6]=[CH:5][C:4]=2[N:3]=1.[NH2:26][C:27]1[CH:32]=[CH:31][C:30]([CH2:33][OH:34])=[CH:29][CH:28]=1.Cl. The catalyst class is: 71. (2) Reactant: [N+:1]([C:4]1[CH:5]=[N:6][CH:7]=[CH:8][C:9]=1[C@@H:10]1[O:15][C@@H:14]2[CH2:16][CH2:17][CH2:18][C@:13]2([OH:19])[C@H:12]([OH:20])[CH2:11]1)([O-:3])=[O:2].[C:21](OC(=O)C)(=[O:23])[CH3:22]. Product: [C:21]([O:20][C@@H:12]1[CH2:11][C@H:10]([C:9]2[CH:8]=[CH:7][N:6]=[CH:5][C:4]=2[N+:1]([O-:3])=[O:2])[O:15][C@@H:14]2[CH2:16][CH2:17][CH2:18][C@:13]12[OH:19])(=[O:23])[CH3:22]. The catalyst class is: 17.